From a dataset of Catalyst prediction with 721,799 reactions and 888 catalyst types from USPTO. Predict which catalyst facilitates the given reaction. (1) Reactant: [N:1]1[C:10]2[C:5](=[CH:6][CH:7]=[CH:8][CH:9]=2)[CH:4]=[CH:3][C:2]=1[N:11]1[CH2:16][CH2:15][N:14]([CH2:17][CH2:18][CH2:19][CH2:20][C:21]([NH:23][C:24]2[CH2:29][CH2:28][CH2:27][CH2:26][C:25]=2[C:30]([O:32]CC)=[O:31])=[O:22])[CH2:13][CH2:12]1.[OH-].[Na+].Cl. Product: [N:1]1[C:10]2[C:5](=[CH:6][CH:7]=[CH:8][CH:9]=2)[CH:4]=[CH:3][C:2]=1[N:11]1[CH2:16][CH2:15][N:14]([CH2:17][CH2:18][CH2:19][CH2:20][C:21]([NH:23][C:24]2[CH2:29][CH2:28][CH2:27][CH2:26][C:25]=2[C:30]([OH:32])=[O:31])=[O:22])[CH2:13][CH2:12]1. The catalyst class is: 378. (2) Reactant: [H-].[Na+].CC1C=CC(S(O[CH2:14][C@@H:15]2[O:17][CH2:16]2)(=O)=O)=CC=1.[F:18][C:19]1[CH:34]=[CH:33][C:22]2[C:23]([C:26]3[CH:27]=[C:28]([OH:32])[CH:29]=[CH:30][CH:31]=3)=[N:24][O:25][C:21]=2[CH:20]=1. Product: [F:18][C:19]1[CH:34]=[CH:33][C:22]2[C:23]([C:26]3[CH:31]=[CH:30][CH:29]=[C:28]([O:32][CH2:14][C@H:15]4[CH2:16][O:17]4)[CH:27]=3)=[N:24][O:25][C:21]=2[CH:20]=1. The catalyst class is: 35. (3) Reactant: [CH:1](=[O:5])[CH:2]([CH3:4])[CH3:3].[C:6](#[N:9])[CH:7]=[CH2:8].Cl. Product: [CH3:3][C:2]([CH3:4])([CH:1]=[O:5])[CH2:8][CH2:7][C:6]#[N:9]. The catalyst class is: 5. (4) Reactant: [C:1]([N:4]1[C:13]2[C:8](=[CH:9][C:10]([C:14]3[CH:19]=[CH:18][C:17]([CH2:20][N:21]4[CH2:26][CH2:25][CH:24]([NH:27]C(OC(C)(C)C)=O)[CH2:23][CH2:22]4)=[CH:16][CH:15]=3)=[CH:11][CH:12]=2)[C@H:7]([NH:35][C:36](=[O:41])[O:37][CH:38]([CH3:40])[CH3:39])[CH2:6][C@@H:5]1[CH3:42])(=[O:3])[CH3:2].[ClH:43]. Product: [ClH:43].[ClH:43].[C:1]([N:4]1[C:13]2[C:8](=[CH:9][C:10]([C:14]3[CH:15]=[CH:16][C:17]([CH2:20][N:21]4[CH2:26][CH2:25][CH:24]([NH2:27])[CH2:23][CH2:22]4)=[CH:18][CH:19]=3)=[CH:11][CH:12]=2)[C@H:7]([NH:35][C:36](=[O:41])[O:37][CH:38]([CH3:39])[CH3:40])[CH2:6][C@@H:5]1[CH3:42])(=[O:3])[CH3:2]. The catalyst class is: 5. (5) Reactant: [Cl:1][C:2]1[C:3]([CH3:31])=[C:4]([NH:10][C@H:11]([C@H:28]([OH:30])[CH3:29])[C:12]([NH:14][NH:15][C:16](=O)[C:17]2[CH:22]=[CH:21][C:20]([S:23]([CH3:26])(=[O:25])=[O:24])=[CH:19][CH:18]=2)=[O:13])[CH:5]=[CH:6][C:7]=1[C:8]#[N:9].S(Cl)(C1C=CC(C)=CC=1)(=O)=O.C(N=P1(N(CC)CC)N(C)CCCN1C)(C)(C)C. Product: [Cl:1][C:2]1[C:3]([CH3:31])=[C:4]([NH:10][C@@H:11]([C:12]2[O:13][C:16]([C:17]3[CH:18]=[CH:19][C:20]([S:23]([CH3:26])(=[O:24])=[O:25])=[CH:21][CH:22]=3)=[N:15][N:14]=2)[C@H:28]([OH:30])[CH3:29])[CH:5]=[CH:6][C:7]=1[C:8]#[N:9]. The catalyst class is: 1.